This data is from Catalyst prediction with 721,799 reactions and 888 catalyst types from USPTO. The task is: Predict which catalyst facilitates the given reaction. (1) Reactant: [CH3:1][O:2][C:3]1[N:13]=[CH:12][C:11]2[S:10][CH2:9][CH2:8][NH:7][CH2:6][C:5]=2[CH:4]=1.[F:14][C:15]1[CH:24]=[CH:23][C:22]([CH:25]=O)=[CH:21][C:16]=1[C:17]([O:19][CH3:20])=[O:18].C(O[BH-](OC(=O)C)OC(=O)C)(=O)C.[Na+]. Product: [F:14][C:15]1[CH:24]=[CH:23][C:22]([CH2:25][N:7]2[CH2:6][C:5]3[CH:4]=[C:3]([O:2][CH3:1])[N:13]=[CH:12][C:11]=3[S:10][CH2:9][CH2:8]2)=[CH:21][C:16]=1[C:17]([O:19][CH3:20])=[O:18]. The catalyst class is: 26. (2) Reactant: [F:1][C:2]1[CH:7]=[CH:6][C:5]([C:8]([C:10]2[CH:11]=[CH:12][N:13]3[C:18]=2[CH:17]=[CH:16][CH:15]=[CH:14]3)=O)=[CH:4][CH:3]=1.B.C1COCC1. Product: [F:1][C:2]1[CH:7]=[CH:6][C:5]([CH2:8][C:10]2[CH:11]=[CH:12][N:13]3[C:18]=2[CH:17]=[CH:16][CH:15]=[CH:14]3)=[CH:4][CH:3]=1. The catalyst class is: 1. (3) Reactant: O=[C:2]1[N:6]=[C:5]([C:7]2[CH:12]=[CH:11][CH:10]=[CH:9][CH:8]=2)[CH:4]([CH2:13][CH2:14][C:15]([O:17][CH3:18])=[O:16])[O:3]1.O(Cl)[Cl:20]. Product: [Cl:20][C:2]1[O:3][C:4]([CH2:13][CH2:14][C:15]([O:17][CH3:18])=[O:16])=[C:5]([C:7]2[CH:12]=[CH:11][CH:10]=[CH:9][CH:8]=2)[N:6]=1. The catalyst class is: 17.